This data is from Forward reaction prediction with 1.9M reactions from USPTO patents (1976-2016). The task is: Predict the product of the given reaction. Given the reactants [CH2:1]([C:3]([CH3:5])=[O:4])[CH3:2].[C:6]([O:11]C)(=[O:10])[C:7]([CH3:9])=[CH2:8].[C:13]([OH:17])(=[O:16])[CH:14]=[CH2:15].N([C:20]([CH3:26])([CH3:25])[C:21]([O:23][CH3:24])=[O:22])=N[C:20]([CH3:26])([CH3:25])[C:21]([O:23][CH3:24])=[O:22], predict the reaction product. The product is: [CH2:9]([C:7](=[CH2:8])[C:6]([O:11][O:4][C:3]1[CH:5]=[CH:14][CH:13]=[CH:2][CH:1]=1)=[O:10])[CH3:20].[C:21]([O:23][CH3:24])(=[O:22])[C:20]([CH3:26])=[CH2:25].[C:13]([OH:17])(=[O:16])[CH:14]=[CH2:15].